This data is from Forward reaction prediction with 1.9M reactions from USPTO patents (1976-2016). The task is: Predict the product of the given reaction. (1) The product is: [CH3:19][C:14]1([CH3:20])[C:15]([CH3:18])([CH3:17])[O:16][B:12]([C:2]2[CH:11]=[CH:10][C:5]3[NH:6][C:7](=[O:9])[S:8][C:4]=3[CH:3]=2)[O:13]1. Given the reactants Br[C:2]1[CH:11]=[CH:10][C:5]2[NH:6][C:7](=[O:9])[S:8][C:4]=2[CH:3]=1.[B:12]1([B:12]2[O:16][C:15]([CH3:18])([CH3:17])[C:14]([CH3:20])([CH3:19])[O:13]2)[O:16][C:15]([CH3:18])([CH3:17])[C:14]([CH3:20])([CH3:19])[O:13]1.C(P(C12CC3CC(CC(C3)C1)C2)C12CC3CC(CC(C3)C1)C2)CCC.C(O[K])(C)=O, predict the reaction product. (2) The product is: [CH3:7][C@@H:8]([N:15]1[CH2:21][CH:20]([OH:22])[C:17]2([CH2:18][CH2:19]2)[CH2:16]1)[C:9]1[CH:10]=[CH:11][CH:12]=[CH:13][CH:14]=1. Given the reactants [H-].[H-].[H-].[H-].[Li+].[Al+3].[CH3:7][C@@H:8]([N:15]1[CH2:21][C:20](=[O:22])[C:17]2([CH2:19][CH2:18]2)[C:16]1=O)[C:9]1[CH:14]=[CH:13][CH:12]=[CH:11][CH:10]=1.CCOC(C)=O.O, predict the reaction product. (3) Given the reactants C(N(CC)CC)C.[CH3:8][N-:9][CH3:10].[C:11]([C:15]1[O:16][C:17]2[C:23]([S:24](Cl)(=[O:26])=[O:25])=[C:22]([Cl:28])[CH:21]=[CH:20][C:18]=2[N:19]=1)([CH3:14])([CH3:13])[CH3:12].O, predict the reaction product. The product is: [CH3:8][N:9]([CH3:10])[S:24]([C:23]1[C:17]2[O:16][C:15]([C:11]([CH3:13])([CH3:12])[CH3:14])=[N:19][C:18]=2[CH:20]=[CH:21][C:22]=1[Cl:28])(=[O:25])=[O:26]. (4) Given the reactants Cl[C:2]1[CH:8]=[CH:7][C:5]([NH2:6])=[CH:4][C:3]=1[N+:9]([O-:11])=[O:10].[OH:12][C:13]1[CH:18]=[CH:17][C:16]([SH:19])=[CH:15][CH:14]=1.C(=O)([O-])[O-].[Cs+].[Cs+].C(OCC)(=O)C, predict the reaction product. The product is: [NH2:6][C:5]1[CH:7]=[CH:8][C:2]([S:19][C:16]2[CH:17]=[CH:18][C:13]([OH:12])=[CH:14][CH:15]=2)=[C:3]([N+:9]([O-:11])=[O:10])[CH:4]=1. (5) Given the reactants Cl.[N:2]1([NH2:8])[CH2:7][CH2:6][CH2:5][CH2:4][CH2:3]1.C[Al](C)C.[Cl:13][C:14]1[CH:19]=[CH:18][C:17]([C:20]2[N:21]=[C:22]([CH2:38][N:39]3[N:43]=[N:42][C:41]([CH3:44])=[N:40]3)[C:23]([C:33](OCC)=[O:34])=[N:24][C:25]=2[C:26]2[CH:31]=[CH:30][C:29]([Cl:32])=[CH:28][CH:27]=2)=[CH:16][CH:15]=1, predict the reaction product. The product is: [Cl:13][C:14]1[CH:15]=[CH:16][C:17]([C:20]2[N:21]=[C:22]([CH2:38][N:39]3[N:43]=[N:42][C:41]([CH3:44])=[N:40]3)[C:23]([C:33]([NH:8][N:2]3[CH2:7][CH2:6][CH2:5][CH2:4][CH2:3]3)=[O:34])=[N:24][C:25]=2[C:26]2[CH:27]=[CH:28][C:29]([Cl:32])=[CH:30][CH:31]=2)=[CH:18][CH:19]=1. (6) Given the reactants CN(C(ON1N=NC2C=CC=NC1=2)=[N+](C)C)C.F[P-](F)(F)(F)(F)F.[C:25]([O:29][C:30]([N:32]1[CH2:37][CH2:36][C:35]([C:41]#[N:42])([C:38]([OH:40])=O)[CH2:34][CH2:33]1)=[O:31])([CH3:28])([CH3:27])[CH3:26].CCN(C(C)C)C(C)C.[NH2:52][C:53]1[CH:58]=[CH:57][C:56]([C:59]([F:62])([F:61])[F:60])=[CH:55][N:54]=1, predict the reaction product. The product is: [C:41]([C:35]1([C:38](=[O:40])[NH:52][C:53]2[CH:58]=[CH:57][C:56]([C:59]([F:61])([F:60])[F:62])=[CH:55][N:54]=2)[CH2:34][CH2:33][N:32]([C:30]([O:29][C:25]([CH3:26])([CH3:27])[CH3:28])=[O:31])[CH2:37][CH2:36]1)#[N:42]. (7) Given the reactants Cl[C:2]1[N:7]=[C:6](Cl)[C:5]([F:9])=[CH:4][N:3]=1.[Cl:10][C:11]1[CH:17]=[CH:16][C:14]([NH2:15])=[CH:13][C:12]=1[C:18]([F:21])([F:20])[F:19], predict the reaction product. The product is: [Cl:10][C:11]1[CH:17]=[CH:16][C:14]([NH:15][C:2]2[N:7]=[C:6]([NH:15][C:14]3[CH:16]=[CH:17][C:11]([Cl:10])=[C:12]([C:18]([F:21])([F:19])[F:20])[CH:13]=3)[C:5]([F:9])=[CH:4][N:3]=2)=[CH:13][C:12]=1[C:18]([F:19])([F:20])[F:21].